Dataset: NCI-60 drug combinations with 297,098 pairs across 59 cell lines. Task: Regression. Given two drug SMILES strings and cell line genomic features, predict the synergy score measuring deviation from expected non-interaction effect. (1) Drug 1: CN(C)N=NC1=C(NC=N1)C(=O)N. Drug 2: C1CNP(=O)(OC1)N(CCCl)CCCl. Cell line: SK-OV-3. Synergy scores: CSS=1.97, Synergy_ZIP=-0.112, Synergy_Bliss=1.98, Synergy_Loewe=-3.46, Synergy_HSA=-1.27. (2) Drug 1: CN1CCC(CC1)COC2=C(C=C3C(=C2)N=CN=C3NC4=C(C=C(C=C4)Br)F)OC. Drug 2: CCN(CC)CCNC(=O)C1=C(NC(=C1C)C=C2C3=C(C=CC(=C3)F)NC2=O)C. Cell line: RPMI-8226. Synergy scores: CSS=-6.15, Synergy_ZIP=3.22, Synergy_Bliss=3.22, Synergy_Loewe=-5.41, Synergy_HSA=-4.27.